The task is: Predict the product of the given reaction.. This data is from Forward reaction prediction with 1.9M reactions from USPTO patents (1976-2016). (1) Given the reactants O.CN(C)C(=O)C.O.CN1CCCC1=O.[CH:16]1[CH:17]=[CH:18][C:19]([C@@H:22]([NH2:39])[C:23]([NH:25][C@@H:26]2[C:33](=[O:34])[N:32]3[C@@H:27]2[CH2:28][CH2:29][C:30]([Cl:38])=[C:31]3[C:35]([OH:37])=[O:36])=[O:24])=[CH:20][CH:21]=1, predict the reaction product. The product is: [CH:16]1[CH:17]=[CH:18][C:19]([C@@H:22]([NH2:39])[C:23]([NH:25][C@@H:26]2[C:33](=[O:34])[N:32]3[C@@H:27]2[CH2:28][CH2:29][C:30]([Cl:38])=[C:31]3[C:35]([OH:37])=[O:36])=[O:24])=[CH:20][CH:21]=1.[ClH:38]. (2) Given the reactants [C:1]([C:3]1[CH:4]=[C:5]([C:22]2[CH:27]=[CH:26][C:25]([C:28]([O:30]CC)=[O:29])=[C:24]([F:33])[CH:23]=2)[CH:6]=[CH:7][C:8]=1[O:9][CH2:10][CH:11]1[CH2:16][CH2:15][N:14]([CH2:17][C:18]([F:21])([CH3:20])[CH3:19])[CH2:13][CH2:12]1)#[N:2].O[Li].O, predict the reaction product. The product is: [C:1]([C:3]1[CH:4]=[C:5]([C:22]2[CH:27]=[CH:26][C:25]([C:28]([OH:30])=[O:29])=[C:24]([F:33])[CH:23]=2)[CH:6]=[CH:7][C:8]=1[O:9][CH2:10][CH:11]1[CH2:12][CH2:13][N:14]([CH2:17][C:18]([F:21])([CH3:20])[CH3:19])[CH2:15][CH2:16]1)#[N:2]. (3) Given the reactants [NH2:1][CH:2]1[CH2:7][CH2:6][N:5]([C:8]([O:10][C:11]([CH3:14])([CH3:13])[CH3:12])=[O:9])[CH2:4][CH2:3]1.CCN(C(C)C)C(C)C.F[C:25]1[CH:30]=[CH:29][CH:28]=[CH:27][C:26]=1[N+:31]([O-:33])=[O:32].C(O)(=O)CC(CC(O)=O)(C(O)=O)O, predict the reaction product. The product is: [C:11]([O:10][C:8]([N:5]1[CH2:4][CH2:3][CH:2]([NH:1][C:25]2[CH:30]=[CH:29][CH:28]=[CH:27][C:26]=2[N+:31]([O-:33])=[O:32])[CH2:7][CH2:6]1)=[O:9])([CH3:14])([CH3:13])[CH3:12].